This data is from Forward reaction prediction with 1.9M reactions from USPTO patents (1976-2016). The task is: Predict the product of the given reaction. (1) Given the reactants [CH:1]1([C:5]2[C:26]([C:27]3[NH:35][C:30]4[CH2:31][NH:32][CH2:33][CH2:34][C:29]=4[N:28]=3)=[CH:25][C:8]([C:9]([N:11]3[CH2:16][CH2:15][CH:14]([C:17]4[CH:24]=[CH:23][C:20]([C:21]#[N:22])=[CH:19][CH:18]=4)[CH2:13][CH2:12]3)=[O:10])=[C:7]([CH3:36])[CH:6]=2)[CH2:4][CH2:3][CH2:2]1.[BH-](OC(C)=O)(OC(C)=O)O[C:39](C)=O.[Na+].C=O, predict the reaction product. The product is: [CH:1]1([C:5]2[C:26]([C:27]3[NH:35][C:30]4[CH2:31][N:32]([CH3:39])[CH2:33][CH2:34][C:29]=4[N:28]=3)=[CH:25][C:8]([C:9]([N:11]3[CH2:12][CH2:13][CH:14]([C:17]4[CH:24]=[CH:23][C:20]([C:21]#[N:22])=[CH:19][CH:18]=4)[CH2:15][CH2:16]3)=[O:10])=[C:7]([CH3:36])[CH:6]=2)[CH2:2][CH2:3][CH2:4]1. (2) Given the reactants C(C1C=C(C=CC=1)CN1C=C(NC(C2C3CCC(C4C=NNC=4)CC=3NN=2)=O)C=N1)#N.[CH3:32][C:33]1([CH3:53])[CH2:41][C:40]2[N:39](COCC[Si](C)(C)C)[N:38]=[C:37]([C:50]([OH:52])=O)[C:36]=2[CH2:35][CH2:34]1.NC1C=NN(CC2C=C(C=CC=2)C#N)C=1.[NH2:69][C:70]1[CH:71]=[N:72][N:73]([CH2:75][C:76]2[C:77]([NH2:82])=[N:78][CH:79]=[CH:80][CH:81]=2)[CH:74]=1, predict the reaction product. The product is: [NH2:82][C:77]1[C:76]([CH2:75][N:73]2[CH:74]=[C:70]([NH:69][C:50]([C:37]3[C:36]4[CH2:35][CH2:34][C:33]([CH3:32])([CH3:53])[CH2:41][C:40]=4[NH:39][N:38]=3)=[O:52])[CH:71]=[N:72]2)=[CH:81][CH:80]=[CH:79][N:78]=1. (3) Given the reactants C(S[C:6](=[O:24])[CH:7]([CH2:11][C:12]1[CH:17]=[CH:16][C:15]([C:18](=[O:23])[C:19]([CH3:22])([CH3:21])[CH3:20])=[CH:14][CH:13]=1)[C:8](=[O:10])[CH3:9])(C)(C)C.[NH2:25][C:26]1[CH:27]=[C:28]([OH:33])[CH:29]=[CH:30][C:31]=1[F:32], predict the reaction product. The product is: [CH3:22][C:19]([CH3:20])([CH3:21])[C:18]([C:15]1[CH:14]=[CH:13][C:12]([CH2:11][CH:7]([C:8](=[O:10])[CH3:9])[C:6]([NH:25][C:26]2[CH:27]=[C:28]([OH:33])[CH:29]=[CH:30][C:31]=2[F:32])=[O:24])=[CH:17][CH:16]=1)=[O:23]. (4) Given the reactants [NH:1]1[C:5]2[CH:6]=[CH:7][CH:8]=[CH:9][C:4]=2[N:3]=[C:2]1[NH:10][CH2:11][CH2:12][CH2:13][NH:14][C:15](=[O:33])[CH2:16][N:17]1[CH2:23][CH2:22][CH:21]([CH2:24][C:25]([O-:27])=[O:26])[C:20]2[CH:28]=[CH:29][CH:30]=[CH:31][C:19]=2[C:18]1=[O:32].[ClH:34], predict the reaction product. The product is: [ClH:34].[C:25]([CH2:24][CH:21]1[C:20]2[CH:28]=[CH:29][CH:30]=[CH:31][C:19]=2[C:18](=[O:32])[N:17]([CH2:16][C:15]([NH:14][CH2:13][CH2:12][CH2:11][NH:10][C:2]2[NH:1][C:5]3[CH:6]=[CH:7][CH:8]=[CH:9][C:4]=3[N:3]=2)=[O:33])[CH2:23][CH2:22]1)([OH:27])=[O:26]. (5) Given the reactants Br[C:2]1[N:6]2[N:7]=[C:8]([Cl:27])[CH:9]=[C:10]([N:11]([CH2:18][C:19]3[CH:24]=[CH:23][C:22]([O:25][CH3:26])=[CH:21][CH:20]=3)[C:12]3[CH:17]=[CH:16][CH:15]=[CH:14][CH:13]=3)[C:5]2=[N:4][CH:3]=1.[CH3:28][N:29](C=O)C, predict the reaction product. The product is: [Cl:27][C:8]1[CH:9]=[C:10]([N:11]([CH2:18][C:19]2[CH:24]=[CH:23][C:22]([O:25][CH3:26])=[CH:21][CH:20]=2)[C:12]2[CH:17]=[CH:16][CH:15]=[CH:14][CH:13]=2)[C:5]2[N:6]([C:2]([C:28]#[N:29])=[CH:3][N:4]=2)[N:7]=1. (6) Given the reactants FC1[CH:3]=[C:4]([C:8]2[N:9]=[C:10]([C:16]3[C:17]([CH3:25])=[N:18][N:19]4[CH:24]=[CH:23][CH:22]=[CH:21][C:20]=34)[S:11][C:12]=2[C:13](N)=[O:14])[CH:5]=[CH:6]C=1.[O:26]1C=CC(B(O)O)=[CH:27]1.C(=O)([O-])[O-:35].[Cs+].[Cs+].COCCOC, predict the reaction product. The product is: [O:35]1[CH:6]=[CH:5][C:4]([C:8]2[N:9]=[C:10]([C:16]3[C:17]([CH3:25])=[N:18][N:19]4[CH:24]=[CH:23][CH:22]=[CH:21][C:20]=34)[S:11][C:12]=2[C:13]([O:26][CH3:27])=[O:14])=[CH:3]1. (7) Given the reactants Br[C:2]1[CH:3]=[CH:4][C:5]2[O:10][CH2:9][CH2:8][N:7]([C:11]3[S:12][C:13]4[CH2:14]C(C)(C)N[C:17](=O)[C:18]=4[N:19]=3)[C:6]=2[CH:23]=1.[NH:24]1[CH:28]=[CH:27][C:26](B(O)O)=[N:25]1.C([O-])([O-])=O.[Na+].[Na+].[OH2:38], predict the reaction product. The product is: [CH3:5][C:6]1([CH3:23])[NH:7][C:14](=[O:38])[C:13]2[S:12][C:11]([N:7]3[C:6]4[CH:23]=[C:2]([C:26]5[NH:25][N:24]=[CH:28][CH:27]=5)[CH:3]=[CH:4][C:5]=4[O:10][CH2:9][CH2:8]3)=[N:19][C:18]=2[CH2:17]1. (8) Given the reactants [C:1]12([C:11]3[N:15]([CH2:16][C:17]([O:19]C)=[O:18])[C:14]([C:21]4[CH:26]=[CH:25][CH:24]=[CH:23][CH:22]=4)=[N:13][N:12]=3)[CH2:10][CH:5]3[CH2:6][CH:7]([CH2:9][CH:3]([CH2:4]3)[CH2:2]1)[CH2:8]2.[OH-].[Na+], predict the reaction product. The product is: [C:1]12([C:11]3[N:15]([CH2:16][C:17]([OH:19])=[O:18])[C:14]([C:21]4[CH:22]=[CH:23][CH:24]=[CH:25][CH:26]=4)=[N:13][N:12]=3)[CH2:10][CH:5]3[CH2:6][CH:7]([CH2:9][CH:3]([CH2:4]3)[CH2:2]1)[CH2:8]2. (9) The product is: [CH2:1]([NH:3][C:4]([NH:5][C:6]1[N:7]=[CH:8][C:9]([C:10]([NH:12][C:64]2[CH:69]=[CH:68][N:67]([CH3:70])[C:66](=[O:71])[CH:65]=2)=[O:11])=[C:13]([NH:15][C:16]2[CH:17]=[CH:18][CH:19]=[CH:20][CH:21]=2)[CH:14]=1)=[O:22])[CH3:2]. Given the reactants [CH2:1]([NH:3][C:4](=[O:22])[NH:5][C:6]1[CH:14]=[C:13]([NH:15][C:16]2[CH:21]=[CH:20][CH:19]=[CH:18][CH:17]=2)[C:9]([C:10]([NH2:12])=[O:11])=[CH:8][N:7]=1)[CH3:2].[O-]CCCC.[Na+].C1(P(C2CCCCC2)C2C=CC=CC=2C2C(C(C)C)=CC(C(C)C)=CC=2C(C)C)CCCCC1.Br[C:64]1[CH:69]=[CH:68][N:67]([CH3:70])[C:66](=[O:71])[CH:65]=1, predict the reaction product.